Task: Predict which catalyst facilitates the given reaction.. Dataset: Catalyst prediction with 721,799 reactions and 888 catalyst types from USPTO (1) Reactant: [OH2:1].[NH:2]1[C:6]2[CH:7]=[CH:8][CH:9]=[CH:10][C:5]=2[N:4]=[C:3]1[S:11][CH2:12][C:13]1[C:14]([NH2:19])=[N:15][CH:16]=[CH:17][CH:18]=1.N1C2C=CC=CC=2N=C1SCC1C(N)=NC=CC=1.ClC1C=CC=C(C(OO)=[O:46])C=1. Product: [NH:2]1[C:6]2[CH:7]=[CH:8][CH:9]=[CH:10][C:5]=2[N:4]=[C:3]1[S:11]([CH2:12][C:13]1[C:14]([NH2:19])=[N:15][CH:16]=[CH:17][CH:18]=1)(=[O:46])=[O:1]. The catalyst class is: 4. (2) Reactant: [CH3:1][O:2][C:3]1[C:12]([O:13][CH3:14])=[C:11]([O:15][CH3:16])[CH:10]=[C:9]2[C:4]=1[C:5](=O)[N:6]=[CH:7][NH:8]2.O=P(Cl)(Cl)[Cl:20]. Product: [Cl:20][C:5]1[C:4]2[C:9](=[CH:10][C:11]([O:15][CH3:16])=[C:12]([O:13][CH3:14])[C:3]=2[O:2][CH3:1])[N:8]=[CH:7][N:6]=1. The catalyst class is: 3. (3) Reactant: [C:1]([C:4]1[CH:14]=[C:13]([OH:15])[CH:12]=[CH:11][C:5]=1/[CH:6]=[CH:7]/[C:8]([OH:10])=[O:9])(=[O:3])[CH3:2]. Product: [C:1]([CH:4]1[CH:14]=[C:13]([OH:15])[CH:12]=[CH:11][CH:5]1/[CH:6]=[CH:7]/[C:8]([OH:10])=[O:9])(=[O:3])[CH3:2]. The catalyst class is: 5. (4) Reactant: [OH:1][C:2]1[C:3]([C@:11]2([CH2:31]O)[C:19]3[C:14](=[CH:15][CH:16]=[CH:17][CH:18]=3)[N:13]([CH2:20][C:21]3[O:22][C:23]([C:26]([F:29])([F:28])[F:27])=[CH:24][CH:25]=3)[C:12]2=[O:30])=[CH:4][C:5]2[O:9][CH2:8][O:7][C:6]=2[CH:10]=1.C1(P(C2C=CC=CC=2)C2C=CC=CN=2)C=CC=CC=1.CC(OC(/N=N/C(OC(C)(C)C)=O)=O)(C)C. Product: [F:28][C:26]([F:29])([F:27])[C:23]1[O:22][C:21]([CH2:20][N:13]2[C:14]3[C:19](=[CH:18][CH:17]=[CH:16][CH:15]=3)[C@@:11]3([C:3]4=[CH:4][C:5]5[O:9][CH2:8][O:7][C:6]=5[CH:10]=[C:2]4[O:1][CH2:31]3)[C:12]2=[O:30])=[CH:25][CH:24]=1. The catalyst class is: 54. (5) Reactant: [S:1]1[CH:5]=[CH:4][C:3]([CH2:6][C:7]#[N:8])=[CH:2]1.[Li+].C[Si]([N-][Si](C)(C)C)(C)C.I[CH2:20][CH3:21]. Product: [S:1]1[CH:5]=[CH:4][C:3]([CH:6]([CH2:20][CH3:21])[C:7]#[N:8])=[CH:2]1. The catalyst class is: 1. (6) Reactant: [C:1]([C:5]1[CH:6]=[C:7]([C:13](O)=O)[N:8]([CH:10]([CH3:12])[CH3:11])[N:9]=1)([CH3:4])([CH3:3])[CH3:2].[Br:16][C:17]1[CH:22]=[CH:21][C:20]([NH2:23])=[C:19]([NH2:24])[CH:18]=1.C1CCC(N=C=NC2CCCCC2)CC1.CC1C=CC(S(O)(=O)=O)=CC=1.O.[OH-].[Na+]. Product: [Br:16][C:17]1[CH:22]=[CH:21][C:20]2[NH:23][C:13]([C:7]3[N:8]([CH:10]([CH3:12])[CH3:11])[N:9]=[C:5]([C:1]([CH3:4])([CH3:3])[CH3:2])[CH:6]=3)=[N:24][C:19]=2[CH:18]=1. The catalyst class is: 12. (7) Reactant: Cl[C:2]1[CH:7]=[C:6]([NH:8][NH2:9])[N:5]=[CH:4][N:3]=1.[N:10]1([C:15]2[CH:20]=[CH:19][N:18]=[CH:17][CH:16]=2)[CH2:14][CH2:13][CH2:12][CH2:11]1. Product: [NH:8]([C:6]1[CH:7]=[C:2]([N:18]2[CH2:19][CH2:20][CH:15]([N:10]3[CH2:14][CH2:13][CH2:12][CH2:11]3)[CH2:16][CH2:17]2)[N:3]=[CH:4][N:5]=1)[NH2:9]. The catalyst class is: 6.